Dataset: Forward reaction prediction with 1.9M reactions from USPTO patents (1976-2016). Task: Predict the product of the given reaction. (1) Given the reactants [CH3:1][C:2]1[S:6][C:5]([C:7]2[CH:12]=[CH:11][CH:10]=[CH:9][CH:8]=2)=[N:4][C:3]=1[CH2:13][CH2:14][O:15][C:16]1[CH:20]=[C:19]([CH2:21][O:22][C:23]2[CH:28]=[CH:27][CH:26]=[CH:25][C:24]=2[CH2:29][C:30]([O:32]C)=[O:31])[O:18][N:17]=1.O1CCCC1.[OH-].[Na+].Cl, predict the reaction product. The product is: [CH3:1][C:2]1[S:6][C:5]([C:7]2[CH:12]=[CH:11][CH:10]=[CH:9][CH:8]=2)=[N:4][C:3]=1[CH2:13][CH2:14][O:15][C:16]1[CH:20]=[C:19]([CH2:21][O:22][C:23]2[CH:28]=[CH:27][CH:26]=[CH:25][C:24]=2[CH2:29][C:30]([OH:32])=[O:31])[O:18][N:17]=1. (2) Given the reactants NC(N)=O.[CH3:5][O:6][CH2:7][CH2:8][NH:9][S:10]([C:13]1[C:18]([Cl:19])=[CH:17][CH:16]=[C:15]([NH2:20])[C:14]=1[OH:21])(=[O:12])=[O:11].[Br:22][C:23]1[CH:28]=[CH:27][CH:26]=[CH:25][C:24]=1[N:29]=[C:30]=[O:31], predict the reaction product. The product is: [Br:22][C:23]1[CH:28]=[CH:27][CH:26]=[CH:25][C:24]=1[NH:29][C:30]([NH:20][C:15]1[CH:16]=[CH:17][C:18]([Cl:19])=[C:13]([S:10]([NH:9][CH2:8][CH2:7][O:6][CH3:5])(=[O:12])=[O:11])[C:14]=1[OH:21])=[O:31].